Dataset: Forward reaction prediction with 1.9M reactions from USPTO patents (1976-2016). Task: Predict the product of the given reaction. (1) Given the reactants [CH3:1][O:2][C:3]1[C:12]([NH:13][C:14](=[S:22])OC2C=CC=CC=2)=[N:11][C:10]2[C:5](=[CH:6][CH:7]=[CH:8][CH:9]=2)[N:4]=1.[CH3:23][S:24][C:25]1[CH:30]=[CH:29][CH:28]=[CH:27][C:26]=1[N:31]1[CH2:36][CH2:35][NH:34][CH2:33][CH2:32]1, predict the reaction product. The product is: [CH3:1][O:2][C:3]1[C:12]([NH:13][C:14]([N:34]2[CH2:33][CH2:32][N:31]([C:26]3[CH:27]=[CH:28][CH:29]=[CH:30][C:25]=3[S:24][CH3:23])[CH2:36][CH2:35]2)=[S:22])=[N:11][C:10]2[C:5](=[CH:6][CH:7]=[CH:8][CH:9]=2)[N:4]=1. (2) Given the reactants [Cl:1][C:2]1[C:7]([C:8]([F:11])([F:10])[F:9])=[CH:6][CH:5]=[CH:4][C:3]=1[OH:12].Br[CH2:14][CH2:15][CH2:16][OH:17].O[C:19]1[CH:24]=[CH:23][C:22]([CH:25]([C:31]#[C:32][CH3:33])[CH2:26][C:27]([O:29]C)=[O:28])=[CH:21][CH:20]=1, predict the reaction product. The product is: [Cl:1][C:2]1[C:7]([C:8]([F:10])([F:11])[F:9])=[CH:6][CH:5]=[CH:4][C:3]=1[O:12][CH2:14][CH2:15][CH2:16][O:17][C:19]1[CH:24]=[CH:23][C:22]([CH:25]([C:31]#[C:32][CH3:33])[CH2:26][C:27]([OH:29])=[O:28])=[CH:21][CH:20]=1. (3) Given the reactants [Cl:1][C:2]1[CH:7]=[CH:6][C:5]([C:8]2[S:9][C:10]3[C:11](=[O:31])[N:12]([C:17]4[CH:22]=[CH:21][C:20]([O:23][CH:24]5[CH2:27][N:26]([CH3:28])[CH2:25]5)=[C:19]([O:29][CH3:30])[CH:18]=4)[CH:13]=[CH:14][C:15]=3[N:16]=2)=[CH:4][CH:3]=1.[C:32]([OH:39])(=[O:38])/[CH:33]=[CH:34]/[C:35]([OH:37])=[O:36], predict the reaction product. The product is: [C:32]([OH:39])(=[O:38])/[CH:33]=[CH:34]/[C:35]([OH:37])=[O:36].[Cl:1][C:2]1[CH:7]=[CH:6][C:5]([C:8]2[S:9][C:10]3[C:11](=[O:31])[N:12]([C:17]4[CH:22]=[CH:21][C:20]([O:23][CH:24]5[CH2:25][N:26]([CH3:28])[CH2:27]5)=[C:19]([O:29][CH3:30])[CH:18]=4)[CH:13]=[CH:14][C:15]=3[N:16]=2)=[CH:4][CH:3]=1. (4) Given the reactants [H-].[Na+].[CH3:3][O:4][C:5]1[CH:22]=[CH:21][C:8]2[N:9]([C:12]3[CH:17]=[CH:16][C:15]([NH:18][CH:19]=[O:20])=[CH:14][CH:13]=3)[CH:10]=[N:11][C:7]=2[CH:6]=1.Br[CH2:24][CH2:25][O:26][CH:27]1[CH2:32][CH2:31][CH2:30][CH2:29][O:28]1.O, predict the reaction product. The product is: [CH3:3][O:4][C:5]1[CH:22]=[CH:21][C:8]2[N:9]([C:12]3[CH:13]=[CH:14][C:15]([N:18]([CH2:24][CH2:25][O:26][CH:27]4[CH2:32][CH2:31][CH2:30][CH2:29][O:28]4)[CH:19]=[O:20])=[CH:16][CH:17]=3)[CH:10]=[N:11][C:7]=2[CH:6]=1.